The task is: Predict the reactants needed to synthesize the given product.. This data is from Full USPTO retrosynthesis dataset with 1.9M reactions from patents (1976-2016). (1) Given the product [Br:1][C:2]1[N:7]=[C:6]2[N:8]([CH2:9][C:10]3[CH:11]=[CH:12][C:13]4[O:17][CH2:16][CH2:15][C:14]=4[CH:18]=3)[N:20]=[N:19][C:5]2=[N:4][CH:3]=1, predict the reactants needed to synthesize it. The reactants are: [Br:1][C:2]1[N:7]=[C:6]([NH:8][CH2:9][C:10]2[CH:11]=[CH:12][C:13]3[O:17][CH2:16][CH2:15][C:14]=3[CH:18]=2)[C:5]([NH2:19])=[N:4][CH:3]=1.[N:20]([O-])=O.[Na+]. (2) The reactants are: [CH2:1]([O:4][C:5]1[CH:10]=[CH:9][CH:8]=[C:7]([N+:11]([O-])=O)[C:6]=1[Cl:14])[CH:2]=[CH2:3].O.O.[Sn](Cl)Cl. Given the product [CH2:1]([O:4][C:5]1[C:6]([Cl:14])=[C:7]([CH:8]=[CH:9][CH:10]=1)[NH2:11])[CH:2]=[CH2:3], predict the reactants needed to synthesize it. (3) Given the product [ClH:44].[ClH:45].[CH3:47][O:48][C:36]1[CH:35]=[CH:34][C:39]([CH3:40])=[CH:38][C:37]=1[S:41]([NH:1][C:2]1[CH:3]=[C:4]([CH2:11][N:12]2[CH2:17][CH2:16][NH:15][CH:14]([CH3:25])[CH2:13]2)[C:5]2[O:9][CH:8]=[CH:7][C:6]=2[CH:10]=1)(=[O:42])=[O:43], predict the reactants needed to synthesize it. The reactants are: [NH2:1][C:2]1[CH:3]=[C:4]([CH2:11][N:12]2[CH2:17][CH2:16][N:15](C(OC(C)(C)C)=O)[CH:14]([CH3:25])[CH2:13]2)[C:5]2[O:9][CH:8]=[CH:7][C:6]=2[CH:10]=1.N1C=CC=CC=1.CO[C:34]1[C:39]([CH3:40])=[CH:38][C:37]([S:41]([Cl:44])(=[O:43])=[O:42])=[CH:36][CH:35]=1.[ClH:45].C[CH2:47][O:48]CC.